From a dataset of Reaction yield outcomes from USPTO patents with 853,638 reactions. Predict the reaction yield, written as a fraction of the theoretical maximum amount of product (1.0 means a 100% yield; for example, 0.34 means a 34% yield). (1) The reactants are [F:1][C@H:2]1[C@H:7]([O:8]S(C)(=O)=O)[CH2:6][CH2:5][N:4]([C:13]([O:15][C:16]([CH3:19])([CH3:18])[CH3:17])=[O:14])[CH2:3]1.[F:20][C:21]1[CH:22]=[CH:23][C:24]2[N:25]([C:27]([C:30]3[CH:39]=[CH:38][C:37]4[C:32](=[C:33](O)[CH:34]=[CH:35][CH:36]=4)[N:31]=3)=[N:28][N:29]=2)[CH:26]=1.C([O-])([O-])=O.[Cs+].[Cs+].CC(N(C)C)=O. The catalyst is CCOC(C)=O.O. The product is [F:1][C@H:2]1[C@@H:7]([O:8][C:33]2[CH:34]=[CH:35][CH:36]=[C:37]3[C:32]=2[N:31]=[C:30]([C:27]2[N:25]4[CH:26]=[C:21]([F:20])[CH:22]=[CH:23][C:24]4=[N:29][N:28]=2)[CH:39]=[CH:38]3)[CH2:6][CH2:5][N:4]([C:13]([O:15][C:16]([CH3:19])([CH3:18])[CH3:17])=[O:14])[CH2:3]1. The yield is 0.810. (2) The reactants are [C:1]12([CH2:11][OH:12])[CH2:10][CH:5]3[CH2:6][CH:7]([CH2:9][CH:3]([CH2:4]3)[CH2:2]1)[CH2:8]2.[Cl:13][C:14]1[C:15](Cl)=[N:16][CH:17]=[C:18]([CH:22]=1)[C:19]([OH:21])=[O:20].CC(C)([O-])C.[K+]. The catalyst is CS(C)=O.C(OCC)(=O)C.Cl. The product is [C:1]12([CH2:11][O:12][C:15]3[C:14]([Cl:13])=[CH:22][C:18]([C:19]([OH:21])=[O:20])=[CH:17][N:16]=3)[CH2:8][CH:7]3[CH2:6][CH:5]([CH2:4][CH:3]([CH2:9]3)[CH2:2]1)[CH2:10]2. The yield is 0.420. (3) The reactants are [Br:1][C:2]1[CH:7]=[CH:6][C:5]([F:8])=[CH:4][N:3]=1.[Li+].CC([N-]C(C)C)C.C(NC(C)C)(C)C.[CH:24](=[O:26])[CH3:25]. The catalyst is C1COCC1. The product is [Br:1][C:2]1[CH:7]=[C:6]([CH:24]([OH:26])[CH3:25])[C:5]([F:8])=[CH:4][N:3]=1. The yield is 0.727. (4) The reactants are [NH2:1][C:2]1[N:7]=[C:6](Br)[CH:5]=[CH:4][C:3]=1[N+:9]([O-])=O.[F:12][C:13]1[CH:18]=[CH:17][CH:16]=[CH:15][C:14]=1B(O)O.C(=O)([O-])[O-].[Na+].[Na+]. The catalyst is C(COC)OC. The product is [NH2:1][C:2]1[C:3]([NH2:9])=[CH:4][CH:5]=[C:6]([C:14]2[CH:15]=[CH:16][CH:17]=[CH:18][C:13]=2[F:12])[N:7]=1. The yield is 1.00. (5) The reactants are [F:1][C:2]1[CH:9]=[CH:8][C:5]([C:6]#[N:7])=[CH:4][CH:3]=1.[C:10](#[N:12])[CH3:11].CC(C)([O-])C.[K+]. The catalyst is C1(C)C=CC=CC=1. The product is [NH2:7][C:6]([C:5]1[CH:8]=[CH:9][C:2]([F:1])=[CH:3][CH:4]=1)=[CH:11][C:10]#[N:12]. The yield is 0.930. (6) The reactants are [CH2:1]([N:3]([CH2:19][CH3:20])[CH2:4][CH2:5][N:6]1[CH2:11][CH2:10][C:9]2[NH:12][C:13]([CH:16]=O)=[C:14]([CH3:15])[C:8]=2[C:7]1=[O:18])[CH3:2].[NH:21]1[CH2:26][CH2:25][CH:24]([C:27]2[CH:35]=[CH:34][CH:33]=[C:32]3[C:28]=2[CH2:29][C:30](=[O:36])[NH:31]3)[CH2:23][CH2:22]1. No catalyst specified. The product is [CH2:1]([N:3]([CH2:19][CH3:20])[CH2:4][CH2:5][N:6]1[CH2:11][CH2:10][C:9]2[NH:12][C:13]([CH:16]=[C:29]3[C:28]4[C:32](=[CH:33][CH:34]=[CH:35][C:27]=4[CH:24]4[CH2:23][CH2:22][NH:21][CH2:26][CH2:25]4)[NH:31][C:30]3=[O:36])=[C:14]([CH3:15])[C:8]=2[C:7]1=[O:18])[CH3:2]. The yield is 0.260. (7) The reactants are Cl[C:2]1[C:10]2[C:5](=[CH:6][N:7]=[C:8]([C:11]3[CH:12]=[N:13][N:14]([CH3:16])[CH:15]=3)[CH:9]=2)[N:4]([CH:17]2[CH2:22][CH2:21][CH2:20][CH2:19][O:18]2)[N:3]=1.[F:23][C:24]1[CH:29]=[CH:28][C:27]([O:30][CH3:31])=[CH:26][C:25]=1B1OC(C)(C)C(C)(C)O1.C([O-])(=O)C.[K+].C(=O)([O-])[O-].[Na+].[Na+].ClCCl. The catalyst is C1(P([C-]2C=CC=C2)C2C=CC=CC=2)C=CC=CC=1.[C-]1(P(C2C=CC=CC=2)C2C=CC=CC=2)C=CC=C1.[Fe+2].Cl[Pd]Cl.O.C(#N)C. The product is [F:23][C:24]1[CH:29]=[CH:28][C:27]([O:30][CH3:31])=[CH:26][C:25]=1[C:2]1[C:10]2[C:5](=[CH:6][N:7]=[C:8]([C:11]3[CH:12]=[N:13][N:14]([CH3:16])[CH:15]=3)[CH:9]=2)[N:4]([CH:17]2[CH2:22][CH2:21][CH2:20][CH2:19][O:18]2)[N:3]=1. The yield is 0.989.